Dataset: Full USPTO retrosynthesis dataset with 1.9M reactions from patents (1976-2016). Task: Predict the reactants needed to synthesize the given product. Given the product [CH3:24][CH2:25][CH2:18][CH:19]([CH3:22])[CH3:20].[F:9][C:3]1[CH:4]=[CH:5][CH:6]=[C:7]([F:8])[C:2]=1[C:18]1[C:19]([C:20]#[N:21])=[CH:22][CH:23]=[CH:24][CH:25]=1, predict the reactants needed to synthesize it. The reactants are: Br[C:2]1[C:7]([F:8])=[CH:6][CH:5]=[CH:4][C:3]=1[F:9].CC1(C)C(C)(C)OB([C:18]2[CH:25]=[CH:24][CH:23]=[CH:22][C:19]=2[C:20]#[N:21])O1.